Dataset: Full USPTO retrosynthesis dataset with 1.9M reactions from patents (1976-2016). Task: Predict the reactants needed to synthesize the given product. (1) The reactants are: [Cl:1][C:2]1[CH:7]=[CH:6][C:5]([N:8]2[CH2:13][CH2:12][N:11]([C:14](=[O:27])[CH2:15][N:16]3[C:20]4[CH:21]=[CH:22][C:23]([OH:25])=[CH:24][C:19]=4[O:18][C:17]3=[O:26])[CH2:10][CH2:9]2)=[CH:4][C:3]=1[O:28][CH3:29].Cl[CH2:31][C:32]([O:34][CH2:35][CH3:36])=[O:33].C(=O)([O-])[O-].[Cs+].[Cs+]. Given the product [CH2:35]([O:34][C:32](=[O:33])[CH2:31][O:25][C:23]1[CH:22]=[CH:21][C:20]2[N:16]([CH2:15][C:14]([N:11]3[CH2:10][CH2:9][N:8]([C:5]4[CH:6]=[CH:7][C:2]([Cl:1])=[C:3]([O:28][CH3:29])[CH:4]=4)[CH2:13][CH2:12]3)=[O:27])[C:17](=[O:26])[O:18][C:19]=2[CH:24]=1)[CH3:36], predict the reactants needed to synthesize it. (2) Given the product [C:1]1([C:7]2[CH:12]=[CH:11][CH:10]=[C:9]([C:13]3[CH:14]=[CH:15][C:16](/[C:19](/[CH3:26])=[CH:20]/[CH2:21][OH:22])=[CH:17][CH:18]=3)[CH:8]=2)[CH:2]=[CH:3][CH:4]=[CH:5][CH:6]=1, predict the reactants needed to synthesize it. The reactants are: [C:1]1([C:7]2[CH:12]=[CH:11][CH:10]=[C:9]([C:13]3[CH:18]=[CH:17][C:16](/[C:19](/[CH3:26])=[CH:20]/[C:21](OCC)=[O:22])=[CH:15][CH:14]=3)[CH:8]=2)[CH:6]=[CH:5][CH:4]=[CH:3][CH:2]=1.CC(C[AlH]CC(C)C)C. (3) Given the product [CH3:1][O:2][C:3]([C:5]1[CH:10]=[CH:9][CH:8]=[CH:7][C:6]=1/[CH:11]=[CH:12]/[C@H:13]1[NH:18][CH2:17][C@@H:16]([C:19]([O:21][CH3:22])=[O:20])[CH2:15][CH2:14]1)=[O:4], predict the reactants needed to synthesize it. The reactants are: [CH3:1][O:2][C:3]([C:5]1[CH:10]=[CH:9][CH:8]=[CH:7][C:6]=1[C:11]#[C:12][C@H:13]1[NH:18][CH2:17][C@@H:16]([C:19]([O:21][CH3:22])=[O:20])[CH2:15][CH2:14]1)=[O:4].[H][H]. (4) Given the product [CH2:16]([CH:2]1[S:25][C:21]2=[N:22][N:23]=[CH:24][N:20]2[N:19]=[C:3]1[C:5]1[CH:6]=[CH:7][C:8]2[O:13][CH2:12][C:11](=[O:14])[NH:10][C:9]=2[CH:15]=1)[CH2:17][CH3:18], predict the reactants needed to synthesize it. The reactants are: Br[CH:2]([CH2:16][CH2:17][CH3:18])[C:3]([C:5]1[CH:6]=[CH:7][C:8]2[O:13][CH2:12][C:11](=[O:14])[NH:10][C:9]=2[CH:15]=1)=O.[NH2:19][N:20]1[CH:24]=[N:23][N:22]=[C:21]1[SH:25].C(O)C. (5) Given the product [CH2:19]([O:18][C:16]([C:15]1[S:21][C:2]2[CH2:8][CH2:7][O:6][C:5]3[CH:9]=[CH:10][C:11]([F:13])=[CH:12][C:4]=3[C:3]=2[N:22]=1)=[O:17])[CH3:20], predict the reactants needed to synthesize it. The reactants are: Br[CH:2]1[CH2:8][CH2:7][O:6][C:5]2[CH:9]=[CH:10][C:11]([F:13])=[CH:12][C:4]=2[C:3]1=O.[C:15]([NH2:22])(=[S:21])[C:16]([O:18][CH2:19][CH3:20])=[O:17].